Dataset: Full USPTO retrosynthesis dataset with 1.9M reactions from patents (1976-2016). Task: Predict the reactants needed to synthesize the given product. (1) The reactants are: Cl[C:2]1[CH:3]=[CH:4][C:5]2[N:6]([C:8]([C:17]3[CH:22]=[CH:21][N:20]=[CH:19][CH:18]=3)=[C:9]([C:11]3[CH:16]=[CH:15][CH:14]=[CH:13][CH:12]=3)[N:10]=2)[N:7]=1.[N:23]1([CH:28]2[CH2:33][CH2:32][NH:31][CH2:30][CH2:29]2)[CH2:27][CH2:26][CH2:25][CH2:24]1. Given the product [C:11]1([C:9]2[N:10]=[C:5]3[CH:4]=[CH:3][C:2]([N:31]4[CH2:32][CH2:33][CH:28]([N:23]5[CH2:27][CH2:26][CH2:25][CH2:24]5)[CH2:29][CH2:30]4)=[N:7][N:6]3[C:8]=2[C:17]2[CH:22]=[CH:21][N:20]=[CH:19][CH:18]=2)[CH:16]=[CH:15][CH:14]=[CH:13][CH:12]=1, predict the reactants needed to synthesize it. (2) Given the product [NH2:8][C:7]1[CH:6]=[C:5]([C:9]([CH3:12])([CH3:11])[CH3:10])[Se:1][C:14]=1[C:15]#[N:16], predict the reactants needed to synthesize it. The reactants are: [Se-2:1].[Na+].[Na+].Cl[C:5]([C:9]([CH3:12])([CH3:11])[CH3:10])=[CH:6][C:7]#[N:8].Cl[CH2:14][C:15]#[N:16].C[O-].[Na+]. (3) Given the product [CH2:24]([O:26][C:27](=[O:35])[C:28]1[CH:33]=[CH:32][CH:31]=[C:30]([N:34]2[C:11]([CH2:12][CH3:13])=[CH:10][CH:9]=[C:8]2[C:6]2[CH:7]=[C:2]([Br:1])[CH:3]=[CH:4][C:5]=2[O:16][CH2:17][C:18]2[CH:23]=[CH:22][CH:21]=[CH:20][CH:19]=2)[CH:29]=1)[CH3:25], predict the reactants needed to synthesize it. The reactants are: [Br:1][C:2]1[CH:3]=[CH:4][C:5]([O:16][CH2:17][C:18]2[CH:23]=[CH:22][CH:21]=[CH:20][CH:19]=2)=[C:6]([C:8](=O)[CH2:9][CH2:10][C:11](=O)[CH2:12][CH3:13])[CH:7]=1.[CH2:24]([O:26][C:27](=[O:35])[C:28]1[CH:33]=[CH:32][CH:31]=[C:30]([NH2:34])[CH:29]=1)[CH3:25].CC1C=CC(S(O)(=O)=O)=CC=1.